From a dataset of Reaction yield outcomes from USPTO patents with 853,638 reactions. Predict the reaction yield, written as a fraction of the theoretical maximum amount of product (1.0 means a 100% yield; for example, 0.34 means a 34% yield). (1) The reactants are [NH2:1][C@H:2]([C:8]1[N:17]([C:18]2[CH:23]=[CH:22][CH:21]=[CH:20][CH:19]=2)[C:16](=[O:24])[C:15]2[C:10](=[CH:11][CH:12]=[CH:13][C:14]=2[F:25])[N:9]=1)[CH2:3][C:4]([F:7])([F:6])[F:5].Br[C:27]1[N:35]=[CH:34][N:33]=[C:32]2[C:28]=1[N:29]=[CH:30][NH:31]2.C(N(C(C)C)CC)(C)C. The catalyst is CC(O)(C)C. The product is [N:35]1[C:27]([NH:1][C@H:2]([C:8]2[N:17]([C:18]3[CH:19]=[CH:20][CH:21]=[CH:22][CH:23]=3)[C:16](=[O:24])[C:15]3[C:10](=[CH:11][CH:12]=[CH:13][C:14]=3[F:25])[N:9]=2)[CH2:3][C:4]([F:6])([F:5])[F:7])=[C:28]2[C:32]([NH:31][CH:30]=[N:29]2)=[N:33][CH:34]=1. The yield is 0.210. (2) The reactants are [C:1]([C:5]1[O:9][C:8]([C:10]2[CH:15]=[CH:14][CH:13]=[CH:12][C:11]=2[N+:16]([O-])=O)=[N:7][CH:6]=1)([CH3:4])([CH3:3])[CH3:2]. The catalyst is CO.C1COCC1.[Pd]. The product is [C:1]([C:5]1[O:9][C:8]([C:10]2[CH:15]=[CH:14][CH:13]=[CH:12][C:11]=2[NH2:16])=[N:7][CH:6]=1)([CH3:4])([CH3:2])[CH3:3]. The yield is 0.830. (3) The reactants are [C:1](O)(=O)[CH2:2]CCCCCCCCCCCCCC.C(O)(=O)CCCCCCCCCCCCCCCCC.C(O)(=O)CCCCCCC/C=C\CCCCCCCC.C(O)(=O)CCCCCCC/C=C\C/C=C\CCCCC.C(O)(=O)CCCC/C=C\C/C=C\C/C=C\CCCCC.[CH3:99][CH2:100][CH2:101][CH2:102][CH2:103]/[CH:104]=[CH:105]\[CH2:106]/[CH:107]=[CH:108]\[CH2:109]/[CH:110]=[CH:111]\[CH2:112][CH2:113][CH2:114][CH2:115][CH2:116][CH2:117][C:118]([OH:120])=[O:119].C(O)(=O)CCC/C=C\C/C=C\C/C=C\C/C=C\CCCCC. No catalyst specified. The product is [CH2:1]([O:119][C:118](=[O:120])[CH2:117][CH2:116][CH2:115]/[CH:114]=[CH:113]\[CH2:112]/[CH:111]=[CH:110]\[CH2:109]/[CH:108]=[CH:107]\[CH2:106]/[CH:105]=[CH:104]\[CH2:103][CH2:102][CH2:101][CH2:100][CH3:99])[CH3:2]. The yield is 0.990. (4) The reactants are C1C=CC(P(C2C(C3C(P(C4C=CC=CC=4)C4C=CC=CC=4)=CC=C4C=3C=CC=C4)=C3C(C=CC=C3)=CC=2)C2C=CC=CC=2)=CC=1.Cl[C:48]1[N:53]=[CH:52][C:51]([CH:54]([CH3:60])[C:55]([O:57][CH2:58][CH3:59])=[O:56])=[CH:50][CH:49]=1.[F:61][C:62]1[CH:70]=[CH:69][C:65]([C:66]([NH2:68])=[O:67])=[CH:64][CH:63]=1.C(=O)([O-])[O-].[Cs+].[Cs+]. The catalyst is C([O-])(=O)C.[Pd+2].C([O-])(=O)C.C1(C)C=CC=CC=1. The product is [F:61][C:62]1[CH:70]=[CH:69][C:65]([C:66]([NH:68][C:48]2[N:53]=[CH:52][C:51]([CH:54]([CH3:60])[C:55]([O:57][CH2:58][CH3:59])=[O:56])=[CH:50][CH:49]=2)=[O:67])=[CH:64][CH:63]=1. The yield is 0.540. (5) The reactants are C(C1[C:16]([CH2:17][CH2:18][C:19]2[CH:24]=[CH:23][C:22](F)=[CH:21][CH:20]=2)=[N:15]C2[C@H]3N(C(=O)C=2C=1C1C=CC(C(NCC2OC=CC=2)=O)=CC=1)CCC3)(=O)C.[F:41][C:42]1[CH:47]=[CH:46][C:45]([CH:48]2[CH2:57][C:56]3[N:55]=[C:54]4[C@H:58]5[N:62]([C:63](=[O:64])[C:53]4=[C:52]([C:65]4[CH:73]=[CH:72][C:68]([C:69](O)=[O:70])=[CH:67][CH:66]=4)[C:51]=3[C:50](=[O:74])[CH2:49]2)[CH2:61][CH2:60][CH2:59]5)=[CH:44][CH:43]=1.FC1C=CC(C2CC(=O)CC(=O)C2)=CC=1.C(OC(N1CCCC1C(=O)/C(/C(OCC)=O)=C/C1C=CC(C(O)=O)=CC=1)=O)(C)(C)C. No catalyst specified. The product is [F:41][C:42]1[CH:47]=[CH:46][C:45]([CH:48]2[CH2:57][C:56]3[N:55]=[C:54]4[C@H:58]5[N:62]([C:63](=[O:64])[C:53]4=[C:52]([C:65]4[CH:73]=[CH:72][C:68]([C:69]([NH:15][C@H:16]6[C:20]7[C:19](=[CH:24][CH:23]=[CH:22][CH:21]=7)[CH2:18][CH2:17]6)=[O:70])=[CH:67][CH:66]=4)[C:51]=3[C:50](=[O:74])[CH2:49]2)[CH2:61][CH2:60][CH2:59]5)=[CH:44][CH:43]=1. The yield is 0.520. (6) The reactants are [Cl:1][C:2]1[CH:7]=[CH:6][C:5]([N:8]2[CH2:13][CH2:12][NH:11][CH2:10][CH2:9]2)=[C:4]([CH3:14])[CH:3]=1.N1C(C)=CC=CC=1C.[I-].[K+].Br[CH2:26][CH2:27][CH:28]=[C:29]1[C:35]2[CH:36]=[CH:37][CH:38]=[N:39][C:34]=2[CH2:33][O:32][C:31]2[CH:40]=[CH:41][C:42]([C:44]([OH:47])([CH3:46])[CH3:45])=[CH:43][C:30]1=2. The catalyst is C(O)(C)C. The product is [Cl:1][C:2]1[CH:7]=[CH:6][C:5]([N:8]2[CH2:13][CH2:12][N:11]([CH2:26][CH2:27][CH:28]=[C:29]3[C:35]4[CH:36]=[CH:37][CH:38]=[N:39][C:34]=4[CH2:33][O:32][C:31]4[CH:40]=[CH:41][C:42]([C:44]([OH:47])([CH3:46])[CH3:45])=[CH:43][C:30]3=4)[CH2:10][CH2:9]2)=[C:4]([CH3:14])[CH:3]=1. The yield is 0.540.